Task: Regression. Given two drug SMILES strings and cell line genomic features, predict the synergy score measuring deviation from expected non-interaction effect.. Dataset: NCI-60 drug combinations with 297,098 pairs across 59 cell lines Drug 1: CN(CCCl)CCCl.Cl. Drug 2: C(CCl)NC(=O)N(CCCl)N=O. Cell line: OVCAR-8. Synergy scores: CSS=11.9, Synergy_ZIP=-4.87, Synergy_Bliss=-0.986, Synergy_Loewe=-2.96, Synergy_HSA=-0.00698.